This data is from Catalyst prediction with 721,799 reactions and 888 catalyst types from USPTO. The task is: Predict which catalyst facilitates the given reaction. (1) Reactant: [NH2:1][C:2]1[CH:3]=[C:4]([C:8]2[CH:9]=[C:10]3[C:14](=[CH:15][CH:16]=2)[N:13]([CH3:17])[C:12](=[O:18])[CH2:11]3)[CH:5]=[N:6][CH:7]=1.C(N(C(C)C)CC)(C)C.[CH3:28][S:29](Cl)(=[O:31])=[O:30].[OH-].[Na+].Cl. Product: [CH3:17][N:13]1[C:14]2[C:10](=[CH:9][C:8]([C:4]3[CH:3]=[C:2]([NH:1][S:29]([CH3:28])(=[O:31])=[O:30])[CH:7]=[N:6][CH:5]=3)=[CH:16][CH:15]=2)[CH2:11][C:12]1=[O:18]. The catalyst class is: 46. (2) Reactant: [CH:1]1([NH:4][S:5]([C:8]2[CH:9]=[C:10]([CH:20]=[CH:21][CH:22]=2)[C:11]([O:13][CH2:14][CH2:15][Si:16]([CH3:19])([CH3:18])[CH3:17])=[O:12])(=[O:7])=[O:6])[CH2:3][CH2:2]1.Br[CH2:24][CH2:25][CH2:26][C:27]([O:29][CH2:30][CH3:31])=[O:28].C(=O)([O-])[O-].[K+].[K+].CN(C=O)C. Product: [CH:1]1([N:4]([CH2:24][CH2:25][CH2:26][C:27]([O:29][CH2:30][CH3:31])=[O:28])[S:5]([C:8]2[CH:9]=[C:10]([CH:20]=[CH:21][CH:22]=2)[C:11]([O:13][CH2:14][CH2:15][Si:16]([CH3:17])([CH3:18])[CH3:19])=[O:12])(=[O:7])=[O:6])[CH2:3][CH2:2]1. The catalyst class is: 6. (3) Reactant: [NH:1]([C:10]([O:12][CH2:13][C:14]1[CH:19]=[CH:18][C:17]([CH2:20][CH2:21][C:22]2[N:23]=[C:24]([NH:27][C:28](=[O:30])[CH3:29])[S:25][CH:26]=2)=[CH:16][C:15]=1[F:31])=[O:11])[NH:2]C(OC(C)(C)C)=O.O1CCOCC1.[ClH:38]. Product: [ClH:38].[NH:1]([C:10]([O:12][CH2:13][C:14]1[CH:19]=[CH:18][C:17]([CH2:20][CH2:21][C:22]2[N:23]=[C:24]([NH:27][C:28](=[O:30])[CH3:29])[S:25][CH:26]=2)=[CH:16][C:15]=1[F:31])=[O:11])[NH2:2]. The catalyst class is: 4. (4) Reactant: OO.[OH2:3].[OH-].[Na+].[Cl:6][C:7]1[C:15]([O:16][CH3:17])=[C:14]2[C:10]([C:11](=[O:19])C(=O)[NH:13]2)=[CH:9][CH:8]=1.Cl.[Br:21]Br. Product: [NH2:13][C:14]1[C:15]([O:16][CH3:17])=[C:7]([Cl:6])[C:8]([Br:21])=[CH:9][C:10]=1[C:11]([OH:19])=[O:3]. The catalyst class is: 15. (5) Reactant: [CH3:1][S:2]([O:5][CH:6]([CH3:41])[CH2:7][N:8]([CH2:33][CH:34]([O:36][S:37]([CH3:40])(=[O:39])=[O:38])[CH3:35])[C:9]1[C:14]([C:15]([NH:17][CH2:18][CH2:19][O:20]C2CCCCO2)=[O:16])=[CH:13][C:12]([N+:27]([O-:29])=[O:28])=[CH:11][C:10]=1[N+:30]([O-:32])=[O:31])(=[O:4])=[O:3].Cl. Product: [CH3:40][S:37]([O:36][CH:34]([CH3:35])[CH2:33][N:8]([CH2:7][CH:6]([O:5][S:2]([CH3:1])(=[O:3])=[O:4])[CH3:41])[C:9]1[C:10]([N+:30]([O-:32])=[O:31])=[CH:11][C:12]([N+:27]([O-:29])=[O:28])=[CH:13][C:14]=1[C:15]([NH:17][CH2:18][CH2:19][OH:20])=[O:16])(=[O:39])=[O:38]. The catalyst class is: 20.